The task is: Predict the reactants needed to synthesize the given product.. This data is from Full USPTO retrosynthesis dataset with 1.9M reactions from patents (1976-2016). Given the product [NH2:11][C:10]1[C:5]([C:3]([NH:18][NH2:19])=[O:2])=[N:6][C:7]([Br:16])=[C:8]([C:12]([F:15])([F:14])[F:13])[CH:9]=1, predict the reactants needed to synthesize it. The reactants are: C[O:2][C:3]([C:5]1[C:10]([NH2:11])=[CH:9][C:8]([C:12]([F:15])([F:14])[F:13])=[C:7]([Br:16])[N:6]=1)=O.O.[NH2:18][NH2:19].O.